Dataset: Reaction yield outcomes from USPTO patents with 853,638 reactions. Task: Predict the reaction yield, written as a fraction of the theoretical maximum amount of product (1.0 means a 100% yield; for example, 0.34 means a 34% yield). (1) The reactants are Cl[C:2]1[CH:7]=[C:6]([O:8][CH2:9][CH2:10][CH2:11][CH:12]2[CH2:17][CH2:16][N:15]([CH3:18])[CH2:14][CH2:13]2)[N:5]=[CH:4][C:3]=1[C:19]1[NH:23]C2C=CC(F)=C(C)C=2N=1.[CH3:30][O-:31].[Na+]. The catalyst is CO. The product is [CH3:30][O:31][C:2]1[C:3]([C:19]#[N:23])=[CH:4][N:5]=[C:6]([O:8][CH2:9][CH2:10][CH2:11][CH:12]2[CH2:17][CH2:16][N:15]([CH3:18])[CH2:14][CH2:13]2)[CH:7]=1. The yield is 1.00. (2) The reactants are [O:1]=[C:2]1[CH2:6][S:5][C:4](=[S:7])[N:3]1[NH:8][C:9]1[CH:17]=[CH:16][CH:15]=[CH:14][C:10]=1[C:11]([OH:13])=[O:12].[N+:18]([C:21]1[CH:22]=[C:23]([C:27]2[O:31][C:30]([CH:32]=O)=[CH:29][CH:28]=2)[CH:24]=[CH:25][CH:26]=1)([O-:20])=[O:19].C(O)(=O)C.C(O)(=O)C.C(N)CN.S([O-])(O)=O.[Na+]. The catalyst is CO. The product is [N+:18]([C:21]1[CH:22]=[C:23]([C:27]2[O:31][C:30]([CH:32]=[C:6]3[S:5][C:4](=[S:7])[N:3]([NH:8][C:9]4[CH:17]=[CH:16][CH:15]=[CH:14][C:10]=4[C:11]([OH:13])=[O:12])[C:2]3=[O:1])=[CH:29][CH:28]=2)[CH:24]=[CH:25][CH:26]=1)([O-:20])=[O:19]. The yield is 0.720. (3) The reactants are Br[C:2]1[CH:7]=[CH:6][CH:5]=[C:4]([CH2:8][F:9])[N:3]=1.[CH2:10]([N:14]1[CH:22]=[C:21]2[C:16]([C:17]([F:23])=[CH:18][CH:19]=[CH:20]2)=[N:15]1)[CH2:11][C:12]#[CH:13]. No catalyst specified. The product is [F:23][C:17]1[C:16]2[C:21](=[CH:22][N:14]([CH2:10][CH2:11][C:12]#[C:13][C:2]3[CH:7]=[CH:6][CH:5]=[C:4]([CH2:8][F:9])[N:3]=3)[N:15]=2)[CH:20]=[CH:19][CH:18]=1. The yield is 0.130. (4) The reactants are [CH2:1]([C:5]1[N:6]=[C:7]([O:27][CH3:28])[NH:8][C:9](=[O:26])[C:10]=1[CH2:11][C:12]1[CH:17]=[CH:16][C:15]([C:18]2[C:19]([C:24]#[N:25])=[CH:20][CH:21]=[CH:22][CH:23]=2)=[CH:14][CH:13]=1)[CH2:2][CH2:3][CH3:4].[C:29]1(B(O)O)[CH:34]=[CH:33][CH:32]=[CH:31][CH:30]=1.N1C=CC=CC=1.C(N(CC)CC)C. The catalyst is C(OCC)(=O)C.C([O-])(=O)C.[Cu+2].C([O-])(=O)C.ClCCl. The product is [CH2:1]([C:5]1[N:6]=[C:7]([O:27][CH3:28])[N:8]([C:29]2[CH:34]=[CH:33][CH:32]=[CH:31][CH:30]=2)[C:9](=[O:26])[C:10]=1[CH2:11][C:12]1[CH:17]=[CH:16][C:15]([C:18]2[C:19]([C:24]#[N:25])=[CH:20][CH:21]=[CH:22][CH:23]=2)=[CH:14][CH:13]=1)[CH2:2][CH2:3][CH3:4]. The yield is 0.650. (5) The reactants are C(OC([NH:8][C@@H:9]1[CH2:14][CH2:13][CH2:12][N:11]([C:15]2[C:20]([CH:21]3[CH2:23][CH2:22]3)=[CH:19][N:18]=[C:17]3[N:24](C(OC(C)(C)C)=O)[CH:25]=[C:26]([NH:27][C:28](=[O:32])[CH:29]([CH3:31])[CH3:30])[C:16]=23)[CH2:10]1)=O)(C)(C)C.C(O)(C(F)(F)F)=O.C(Cl)[Cl:48]. No catalyst specified. The product is [ClH:48].[NH2:8][C@@H:9]1[CH2:14][CH2:13][CH2:12][N:11]([C:15]2[C:20]([CH:21]3[CH2:22][CH2:23]3)=[CH:19][N:18]=[C:17]3[NH:24][CH:25]=[C:26]([NH:27][C:28](=[O:32])[CH:29]([CH3:30])[CH3:31])[C:16]=23)[CH2:10]1. The yield is 0.740. (6) The reactants are Br[C:2]1[CH:3]=[C:4]([C:16](=[O:18])[CH3:17])[S:5][C:6]=1[S:7][C:8]1[CH:13]=[CH:12][C:11]([Cl:14])=[CH:10][C:9]=1[Cl:15].[Cu][C:20]#[N:21]. The catalyst is N1C=CC=CC=1.S([O-])([O-])(=O)=O.[Cu+2]. The product is [C:20]([C:2]1[CH:3]=[C:4]([C:16](=[O:18])[CH3:17])[S:5][C:6]=1[S:7][C:8]1[CH:13]=[CH:12][C:11]([Cl:14])=[CH:10][C:9]=1[Cl:15])#[N:21]. The yield is 0.780. (7) The reactants are [F:1][C:2]1[CH:7]=[CH:6][C:5]([F:8])=[CH:4][C:3]=1[C:9]1[S:13][C:12]([CH2:20][CH2:21][CH2:22][NH:23][C:24](=[O:30])[O:25][C:26]([CH3:29])([CH3:28])[CH3:27])([C:14]2[CH:19]=[CH:18][CH:17]=[CH:16][CH:15]=2)[NH:11][N:10]=1.[C:31]([N:39]=[C:40]=[S:41])(=[O:38])[C:32]1[CH:37]=[CH:36][CH:35]=[CH:34][CH:33]=1. The catalyst is C1COCC1. The product is [C:31]([NH:39][C:40]([N:11]1[N:10]=[C:9]([C:3]2[CH:4]=[C:5]([F:8])[CH:6]=[CH:7][C:2]=2[F:1])[S:13][C:12]1([CH2:20][CH2:21][CH2:22][NH:23][C:24](=[O:30])[O:25][C:26]([CH3:27])([CH3:29])[CH3:28])[C:14]1[CH:19]=[CH:18][CH:17]=[CH:16][CH:15]=1)=[S:41])(=[O:38])[C:32]1[CH:37]=[CH:36][CH:35]=[CH:34][CH:33]=1. The yield is 0.840. (8) The reactants are [CH3:1][N:2]1[C:6]([NH:7][C:8](=[O:16])OC2C=CC=CC=2)=[CH:5][C:4]([C:17]([F:20])([F:19])[F:18])=[N:3]1.[CH3:21][O:22][C:23]1[CH:24]=[C:25]2[C:30](=[CH:31][C:32]=1[O:33][CH3:34])[N:29]=[CH:28][N:27]=[C:26]2[O:35][C:36]1[CH:37]=[C:38]([CH:40]=[CH:41][CH:42]=1)[NH2:39].C(N(CC)C(C)C)(C)C. The catalyst is C1COCC1. The product is [CH3:21][O:22][C:23]1[CH:24]=[C:25]2[C:30](=[CH:31][C:32]=1[O:33][CH3:34])[N:29]=[CH:28][N:27]=[C:26]2[O:35][C:36]1[CH:37]=[C:38]([NH:39][C:8]([NH:7][C:6]2[N:2]([CH3:1])[N:3]=[C:4]([C:17]([F:18])([F:19])[F:20])[CH:5]=2)=[O:16])[CH:40]=[CH:41][CH:42]=1. The yield is 0.240. (9) The catalyst is O1CCOCC1. The product is [S:9]1[CH:10]=[CH:11][C:7]2[C:6]([C:4]([OH:5])=[O:3])=[C:14]3[C:13](=[C:12]([C:18]([OH:20])=[O:19])[C:8]1=2)[CH:17]=[CH:16][S:15]3. The yield is 0.920. The reactants are C([O:3][C:4]([C:6]1(C(OCC)=O)[C:14]2[S:15][CH:16]=[CH:17][C:13]=2[C:12](C(OCC)=O)([C:18]([O:20]CC)=[O:19])[C:8]2[S:9][CH:10]=[CH:11][C:7]1=2)=[O:5])C.[OH-].[K+].OO.Cl.